This data is from Reaction yield outcomes from USPTO patents with 853,638 reactions. The task is: Predict the reaction yield, written as a fraction of the theoretical maximum amount of product (1.0 means a 100% yield; for example, 0.34 means a 34% yield). (1) The reactants are [Cl:1][C:2]1[CH:3]=[N+:4]([O-:49])[CH:5]=[C:6]([Cl:48])[C:7]=1[CH2:8][C@@H:9]([C:33]1[CH:38]=[CH:37][C:36]([O:39][CH:40]([F:42])[F:41])=[C:35]([O:43][CH2:44][CH:45]2[CH2:47][CH2:46]2)[CH:34]=1)[O:10][C:11](=[O:32])[C:12]1[CH:17]=[CH:16][C:15]([O:18][CH2:19][CH2:20][N:21]2[CH2:26][CH2:25][O:24][CH2:23][CH2:22]2)=[C:14]([O:27][S:28]([CH3:31])(=[O:30])=[O:29])[CH:13]=1.Cl.CO. The catalyst is CC(C)=O.C(Cl)(Cl)Cl.CCOCC. The product is [ClH:1].[Cl:48][C:6]1[CH:5]=[N+:4]([O-:49])[CH:3]=[C:2]([Cl:1])[C:7]=1[CH2:8][C@@H:9]([C:33]1[CH:38]=[CH:37][C:36]([O:39][CH:40]([F:41])[F:42])=[C:35]([O:43][CH2:44][CH:45]2[CH2:46][CH2:47]2)[CH:34]=1)[O:10][C:11](=[O:32])[C:12]1[CH:17]=[CH:16][C:15]([O:18][CH2:19][CH2:20][N:21]2[CH2:22][CH2:23][O:24][CH2:25][CH2:26]2)=[C:14]([O:27][S:28]([CH3:31])(=[O:29])=[O:30])[CH:13]=1. The yield is 0.780. (2) The reactants are [C:1]([C:4]1[C:9]([NH:10]C(=O)OCC)=[CH:8][CH:7]=[CH:6][N:5]=1)#[C:2][CH3:3].[OH-].[Na+]. The catalyst is C(O)C.O. The product is [CH3:3][C:2]1[NH:10][C:9]2[C:4](=[N:5][CH:6]=[CH:7][CH:8]=2)[CH:1]=1. The yield is 0.870. (3) The reactants are Cl.[NH2:2][CH:3]1[CH2:8][CH2:7][CH2:6][NH:5][C:4]1=[O:9].C([O-])([O-])=O.[K+].[K+].[CH3:16][C:17]1[CH:18]=[C:19]([CH:23]=[C:24]([CH3:26])[CH:25]=1)[C:20](Cl)=[O:21]. The catalyst is C(Cl)(Cl)Cl. The product is [CH3:16][C:17]1[CH:18]=[C:19]([CH:23]=[C:24]([CH3:26])[CH:25]=1)[C:20]([NH:2][CH:3]1[CH2:8][CH2:7][CH2:6][NH:5][C:4]1=[O:9])=[O:21]. The yield is 0.940. (4) The reactants are [CH3:1][P:2](=[O:7])([CH:5]=[CH2:6])[CH:3]=[CH2:4].[CH2:8]([NH2:15])[C:9]1[CH:14]=[CH:13][CH:12]=[CH:11][CH:10]=1. The catalyst is C1COCC1.O. The product is [CH2:8]([N:15]1[CH2:6][CH2:5][P:2](=[O:7])([CH3:1])[CH2:3][CH2:4]1)[C:9]1[CH:14]=[CH:13][CH:12]=[CH:11][CH:10]=1. The yield is 0.700. (5) The reactants are [Cl-].O[NH3+:3].[C:4](=[O:7])([O-])[OH:5].[Na+].CS(C)=O.[F:13][C:14]1[CH:15]=[C:16]([C:47]2[C:48]([C:53]#[N:54])=[CH:49][CH:50]=[CH:51][CH:52]=2)[CH:17]=[CH:18][C:19]=1[CH2:20][C:21]1[C:22](=[O:46])[N:23]([C@H:34]2[CH2:39][CH2:38][C@H:37]([O:40][CH2:41][C:42]([OH:45])([CH3:44])[CH3:43])[CH2:36][CH2:35]2)[C:24]2[N:25]([N:30]=[C:31]([CH3:33])[N:32]=2)[C:26]=1[CH2:27][CH2:28][CH3:29]. The catalyst is O.C(OCC)(=O)C. The product is [F:13][C:14]1[CH:15]=[C:16]([C:47]2[CH:52]=[CH:51][CH:50]=[CH:49][C:48]=2[C:53]2[NH:3][C:4](=[O:7])[O:5][N:54]=2)[CH:17]=[CH:18][C:19]=1[CH2:20][C:21]1[C:22](=[O:46])[N:23]([C@H:34]2[CH2:39][CH2:38][C@H:37]([O:40][CH2:41][C:42]([OH:45])([CH3:44])[CH3:43])[CH2:36][CH2:35]2)[C:24]2[N:25]([N:30]=[C:31]([CH3:33])[N:32]=2)[C:26]=1[CH2:27][CH2:28][CH3:29]. The yield is 0.690.